Dataset: Full USPTO retrosynthesis dataset with 1.9M reactions from patents (1976-2016). Task: Predict the reactants needed to synthesize the given product. (1) Given the product [CH:62]1([NH:58][C:23]([O:22][CH2:20][CH2:21][CH2:68][CH2:69][C:14]2[CH:15]=[CH:16][C:17]([OH:71])=[CH:18][CH:19]=2)=[O:24])[CH2:63][CH2:41][CH2:40][CH2:39][CH2:64]1, predict the reactants needed to synthesize it. The reactants are: C1C=CC(P([C:14]2[CH:19]=[CH:18][CH:17]=[CH:16][CH:15]=2)C2C=CC=CC=2)=CC=1.[CH2:20]([O:22][C:23](Cl)=[O:24])[CH3:21].C([O-])([O-])=O.[Na+].[Na+].B(OC)(OC)OC.[CH2:39](OC1C=C(B(O)O)C=CC=1)[C:40]1C=CC=C[CH:41]=1.CC[N:58]([CH:62]([CH3:64])[CH3:63])C(C)C.[Li]CC[CH2:68][CH3:69].Cl.[O-:71]S([O-])=O.[Na+].[Na+]. (2) The reactants are: [C:1]1(C)[CH:6]=[CH:5][CH:4]=[CH:3][CH:2]=1.[O:8]1[C:12]2[CH:13]=[CH:14][C:15]([NH2:17])=[CH:16][C:11]=2[O:10][CH2:9]1.[NH:18]1[C:22]2C=CC=C[C:21]=2[N:20]=[N:19]1.C(=O)C. Given the product [N:18]1([CH:22]([NH:17][C:15]2[CH:14]=[CH:13][C:12]3[O:8][CH2:9][O:10][C:11]=3[CH:16]=2)[CH3:21])[C:6]2[CH:5]=[CH:4][CH:3]=[CH:2][C:1]=2[N:20]=[N:19]1, predict the reactants needed to synthesize it. (3) Given the product [Cl:3][C:4]1[CH:9]=[CH:8][C:7]([CH2:10][CH:11]([C:17]#[N:18])[C:12]([O:14][CH2:15][CH3:16])=[O:13])=[CH:6][C:5]=1[F:19], predict the reactants needed to synthesize it. The reactants are: [BH4-].[Na+].[Cl:3][C:4]1[CH:9]=[CH:8][C:7]([CH:10]=[C:11]([C:17]#[N:18])[C:12]([O:14][CH2:15][CH3:16])=[O:13])=[CH:6][C:5]=1[F:19]. (4) Given the product [NH:8]1[C:3]2[CH:4]=[CH:5][CH:6]=[CH:7][C:2]=2[N:1]=[C:9]1[C:11]1[C:12]([N:26]2[CH2:31][CH2:30][O:29][CH2:28][CH2:27]2)=[N:13][C:14]([NH:17][C:18]2[CH:23]=[CH:22][C:21]([F:24])=[C:20]([Cl:25])[CH:19]=2)=[N:15][CH:16]=1, predict the reactants needed to synthesize it. The reactants are: [NH2:1][C:2]1[CH:7]=[CH:6][CH:5]=[CH:4][C:3]=1[NH:8][C:9]([C:11]1[C:12]([N:26]2[CH2:31][CH2:30][O:29][CH2:28][CH2:27]2)=[N:13][C:14]([NH:17][C:18]2[CH:23]=[CH:22][C:21]([F:24])=[C:20]([Cl:25])[CH:19]=2)=[N:15][CH:16]=1)=O. (5) Given the product [O:22]1[CH:23]=[CH:24][CH:25]=[C:21]1[C:19]1[N:20]=[C:12]2[N:13]([C:14]([NH2:17])=[N:15][C:16]3[N:8]([CH2:7][CH2:6][N:38]4[CH2:39][CH2:40][N:35]([CH2:34][C:33]5[S:32][C:31]6[CH:41]=[CH:42][CH:43]=[CH:44][C:30]=6[C:29]=5[CH3:28])[CH2:36][CH2:37]4)[CH:9]=[CH:10][C:11]=32)[N:18]=1, predict the reactants needed to synthesize it. The reactants are: CS(O[CH2:6][CH2:7][N:8]1[C:16]2[N:15]=[C:14]([NH2:17])[N:13]3[N:18]=[C:19]([C:21]4[O:22][CH:23]=[CH:24][CH:25]=4)[N:20]=[C:12]3[C:11]=2[CH:10]=[CH:9]1)(=O)=O.Cl.Cl.[CH3:28][C:29]1[C:30]2[CH:44]=[CH:43][CH:42]=[CH:41][C:31]=2[S:32][C:33]=1[CH2:34][N:35]1[CH2:40][CH2:39][NH:38][CH2:37][CH2:36]1.CCN(C(C)C)C(C)C.